Dataset: Peptide-MHC class I binding affinity with 185,985 pairs from IEDB/IMGT. Task: Regression. Given a peptide amino acid sequence and an MHC pseudo amino acid sequence, predict their binding affinity value. This is MHC class I binding data. (1) The peptide sequence is TKDLQKVCYV. The MHC is HLA-B27:05 with pseudo-sequence HLA-B27:05. The binding affinity (normalized) is 0. (2) The peptide sequence is DNTQSEHSF. The MHC is HLA-A24:02 with pseudo-sequence HLA-A24:02. The binding affinity (normalized) is 0.000554. (3) The peptide sequence is ILFQNNDINA. The MHC is HLA-A02:01 with pseudo-sequence HLA-A02:01. The binding affinity (normalized) is 0.417. (4) The peptide sequence is SSLVDEFVVS. The MHC is H-2-Kb with pseudo-sequence H-2-Kb. The binding affinity (normalized) is 0. (5) The peptide sequence is KLFLESGAV. The MHC is HLA-A02:02 with pseudo-sequence HLA-A02:02. The binding affinity (normalized) is 0.895.